This data is from Full USPTO retrosynthesis dataset with 1.9M reactions from patents (1976-2016). The task is: Predict the reactants needed to synthesize the given product. (1) Given the product [Br:1][C:2]1[CH:9]=[C:8]([Cl:10])[CH:7]=[CH:6][C:3]=1[CH:4]([F:23])[C:15]#[N:16], predict the reactants needed to synthesize it. The reactants are: [Br:1][C:2]1[CH:9]=[C:8]([Cl:10])[CH:7]=[CH:6][C:3]=1[CH:4]=O.C[Si]([C:15]#[N:16])(C)C.C(N(S(F)(F)[F:23])CC)C. (2) Given the product [NH:6]1[CH:7]=[CH:8][CH:9]=[C:5]1[C:12]([O:15][CH3:18])=[O:13], predict the reactants needed to synthesize it. The reactants are: ClC(Cl)(Cl)C([C:5]1[NH:6][CH:7]=[CH:8][CH:9]=1)=O.[C:12]([O-:15])([O-])=[O:13].[K+].[K+].[CH3:18]O.